This data is from Forward reaction prediction with 1.9M reactions from USPTO patents (1976-2016). The task is: Predict the product of the given reaction. (1) Given the reactants [CH3:1][C:2]1[CH:8]=[C:7]([CH3:9])[CH:6]=[C:5]([N+:10]([O-:12])=[O:11])[C:3]=1[NH2:4].Cl[CH2:14][C:15]([N:17]([CH3:19])[CH3:18])=[O:16], predict the reaction product. The product is: [CH3:1][C:2]1[CH:8]=[C:7]([CH3:9])[CH:6]=[C:5]([N+:10]([O-:12])=[O:11])[C:3]=1[NH:4][CH2:14][C:15]([N:17]([CH3:19])[CH3:18])=[O:16]. (2) Given the reactants [F:1][C:2]1[CH:3]=[CH:4][C:5]([C@@H:8]([NH:10][C:11](=[O:13])C)[CH3:9])=[N:6][CH:7]=1.CC(N(C)C)=O.[CH3:20][C:21]([O:24]C(OC([O:24][C:21]([CH3:23])([CH3:22])[CH3:20])=O)=O)([CH3:23])[CH3:22].O.[OH-].[Li+], predict the reaction product. The product is: [F:1][C:2]1[CH:3]=[CH:4][C:5]([C@@H:8]([NH:10][C:11](=[O:13])[O:24][C:21]([CH3:23])([CH3:22])[CH3:20])[CH3:9])=[N:6][CH:7]=1. (3) Given the reactants ClC1C=C([C:9]2[N:13]3[C:14]4[N:22]=[C:21]([O:23][CH3:24])[CH:20]=[CH:19][C:15]=4[N:16]=[C:17]([CH3:18])[C:12]3=[C:11]([CH3:25])[N:10]=2)C=C(Cl)C=1.O1CCOC[CH2:27]1.[Cl:32][C:33]1[CH:38]=[CH:37][CH:36]=[CH:35][C:34]=1B(O)O.C(=O)([O-])[O-].[K+].[K+], predict the reaction product. The product is: [Cl:32][C:33]1[CH:38]=[C:37]([CH3:27])[CH:36]=[CH:35][C:34]=1[C:9]1[N:13]2[C:14]3[N:22]=[C:21]([O:23][CH3:24])[CH:20]=[CH:19][C:15]=3[N:16]=[C:17]([CH3:18])[C:12]2=[C:11]([CH3:25])[N:10]=1. (4) The product is: [Cl:1][C:2]1[CH:7]=[CH:6][C:5]([S:8]([CH2:12][C:13]2[CH:18]=[CH:17][CH:16]=[CH:15][CH:14]=2)(=[O:10])=[O:9])=[CH:4][CH:3]=1. Given the reactants [Cl:1][C:2]1[CH:7]=[CH:6][C:5]([S:8]([O-:10])=[O:9])=[CH:4][CH:3]=1.[Na+].[CH2:12](Br)[C:13]1[CH:18]=[CH:17][CH:16]=[CH:15][CH:14]=1, predict the reaction product. (5) Given the reactants [N+:1]([O-:4])(O)=[O:2].[CH2:5]([C:7]1[C:16]2[C:11](=[CH:12][CH:13]=[CH:14][CH:15]=2)[CH:10]=[CH:9][CH:8]=1)[CH3:6], predict the reaction product. The product is: [CH2:5]([C:7]1[C:16]2[C:11](=[CH:12][CH:13]=[CH:14][CH:15]=2)[C:10]([N+:1]([O-:4])=[O:2])=[CH:9][CH:8]=1)[CH3:6]. (6) Given the reactants [CH2:1]([O:5][C:6]1[N:14]=[C:13]2[C:9]([N:10]=[C:11]([O:26]C)[N:12]2[CH2:15][CH2:16][CH2:17][CH2:18][CH2:19][CH:20]2[CH2:25][CH2:24][NH:23][CH2:22][CH2:21]2)=[C:8]([NH2:28])[N:7]=1)[CH2:2][CH2:3][CH3:4].I[CH2:30][CH2:31][CH2:32][CH3:33], predict the reaction product. The product is: [NH2:28][C:8]1[N:7]=[C:6]([O:5][CH2:1][CH2:2][CH2:3][CH3:4])[N:14]=[C:13]2[C:9]=1[NH:10][C:11](=[O:26])[N:12]2[CH2:15][CH2:16][CH2:17][CH2:18][CH2:19][CH:20]1[CH2:21][CH2:22][N:23]([CH2:30][CH2:31][CH2:32][CH3:33])[CH2:24][CH2:25]1. (7) Given the reactants [O:1]1[CH:6]([C:7](Cl)=[O:8])[CH2:5][O:4][C:3]2[CH:10]=[CH:11][CH:12]=[CH:13][C:2]1=2.[N:14]1([C:20]2[N:30]=[CH:29][CH:28]=[CH:27][C:21]=2[C:22]([O:24][CH2:25][CH3:26])=[O:23])[CH2:19][CH2:18][NH:17][CH2:16][CH2:15]1, predict the reaction product. The product is: [O:1]1[CH:6]([C:7]([N:17]2[CH2:18][CH2:19][N:14]([C:20]3[N:30]=[CH:29][CH:28]=[CH:27][C:21]=3[C:22]([O:24][CH2:25][CH3:26])=[O:23])[CH2:15][CH2:16]2)=[O:8])[CH2:5][O:4][C:3]2[CH:10]=[CH:11][CH:12]=[CH:13][C:2]1=2.